Dataset: NCI-60 drug combinations with 297,098 pairs across 59 cell lines. Task: Regression. Given two drug SMILES strings and cell line genomic features, predict the synergy score measuring deviation from expected non-interaction effect. (1) Drug 1: C1=CC=C(C=C1)NC(=O)CCCCCCC(=O)NO. Drug 2: CC1CCCC2(C(O2)CC(NC(=O)CC(C(C(=O)C(C1O)C)(C)C)O)C(=CC3=CSC(=N3)C)C)C. Cell line: MALME-3M. Synergy scores: CSS=38.1, Synergy_ZIP=0.470, Synergy_Bliss=0.271, Synergy_Loewe=-5.50, Synergy_HSA=1.30. (2) Drug 1: C1=CC(=CC=C1CCC2=CNC3=C2C(=O)NC(=N3)N)C(=O)NC(CCC(=O)O)C(=O)O. Drug 2: CC12CCC3C(C1CCC2OP(=O)(O)O)CCC4=C3C=CC(=C4)OC(=O)N(CCCl)CCCl.[Na+]. Cell line: HT29. Synergy scores: CSS=35.7, Synergy_ZIP=-0.583, Synergy_Bliss=-1.84, Synergy_Loewe=-25.8, Synergy_HSA=-1.05.